Dataset: Forward reaction prediction with 1.9M reactions from USPTO patents (1976-2016). Task: Predict the product of the given reaction. (1) Given the reactants [NH2:1][C:2]1[C:7]([Cl:8])=[C:6]([O:9][CH3:10])[CH:5]=[CH:4][C:3]=1[C:11](=[O:13])[CH3:12].N1C=CC=CC=1.[CH:20]1([C:23]2[N:24]=[C:25]([C:28](Cl)=[O:29])[S:26][CH:27]=2)[CH2:22][CH2:21]1, predict the reaction product. The product is: [C:11]([C:3]1[C:2]([NH:1][C:28]([C:25]2[S:26][CH:27]=[C:23]([CH:20]3[CH2:22][CH2:21]3)[N:24]=2)=[O:29])=[C:7]([Cl:8])[C:6]([O:9][CH3:10])=[CH:5][CH:4]=1)(=[O:13])[CH3:12]. (2) Given the reactants [N:1]([C:4]1[N:14]=[C:7]2[CH:8]=[CH:9][C:10]([O:12][CH3:13])=[CH:11][N:6]2[N:5]=1)=[C:2]=S.[CH2:15]([N:17]([CH2:20][CH3:21])[CH2:18][CH3:19])C.[CH:22]([N:25]=C=NC(C)C)(C)C.[C:31](=[O:34])(O)[O-].[Na+].[CH:36](Cl)(Cl)Cl, predict the reaction product. The product is: [CH3:13][O:12][C:10]1[CH:9]=[CH:8][C:7]2[N:6]([N:5]=[C:4]([NH:1][C:2]3[O:34][C@:31]4([CH2:22][N:25]=3)[CH:36]3[CH2:21][CH2:20][N:17]([CH2:18][CH2:19]3)[CH2:15]4)[N:14]=2)[CH:11]=1.